This data is from Full USPTO retrosynthesis dataset with 1.9M reactions from patents (1976-2016). The task is: Predict the reactants needed to synthesize the given product. (1) Given the product [CH2:1]([NH:3][C:4](=[O:44])[NH:5][C:6]1[N:11]=[CH:10][C:9]([C:12]2[CH:13]=[C:14]3[C:19](=[CH:20][CH:21]=2)[N:18]([C@@H:22]([CH2:25][CH:26]([CH3:27])[CH3:28])[CH2:23][OH:24])[CH:17]=[C:16]([C:29]([NH:46][CH3:45])=[O:31])[C:15]3=[O:34])=[C:8]([C:35]2[S:36][CH:37]=[C:38]([C:40]([F:42])([F:41])[F:43])[N:39]=2)[CH:7]=1)[CH3:2], predict the reactants needed to synthesize it. The reactants are: [CH2:1]([NH:3][C:4](=[O:44])[NH:5][C:6]1[N:11]=[CH:10][C:9]([C:12]2[CH:13]=[C:14]3[C:19](=[CH:20][CH:21]=2)[N:18]([C@@H:22]([CH2:25][CH:26]([CH3:28])[CH3:27])[CH2:23][OH:24])[CH:17]=[C:16]([C:29]([O:31]CC)=O)[C:15]3=[O:34])=[C:8]([C:35]2[S:36][CH:37]=[C:38]([C:40]([F:43])([F:42])[F:41])[N:39]=2)[CH:7]=1)[CH3:2].[CH3:45][NH2:46].C(O)C. (2) The reactants are: [Br:1][C:2]1[C:10]([CH3:11])=[C:6]([C:7]([OH:9])=O)[C:5]([OH:12])=[C:4]([CH:13]([CH3:15])[CH3:14])[CH:3]=1.[Cl:16][C:17]1[CH:23]=[C:22]([N+:24]([O-:26])=[O:25])[CH:21]=[CH:20][C:18]=1[NH2:19]. Given the product [Br:1][C:2]1[C:10]([CH3:11])=[C:6]([C:5]([OH:12])=[C:4]([CH:13]([CH3:15])[CH3:14])[CH:3]=1)[C:7]([NH:19][C:18]1[CH:20]=[CH:21][C:22]([N+:24]([O-:26])=[O:25])=[CH:23][C:17]=1[Cl:16])=[O:9], predict the reactants needed to synthesize it. (3) Given the product [Br:1][C:2]1[CH:9]=[CH:8][CH:7]=[CH:6][C:3]=1[CH2:4][NH:25][CH:22]1[CH2:24][CH2:23]1, predict the reactants needed to synthesize it. The reactants are: [Br:1][C:2]1[CH:9]=[CH:8][CH:7]=[CH:6][C:3]=1[CH2:4]O.C(N(CC)CC)C.CS(Cl)(=O)=O.[CH:22]1([NH2:25])[CH2:24][CH2:23]1. (4) Given the product [F:1][C:2]1[CH:3]=[C:4]([N:9]2[CH2:13][CH:12]([CH2:14][O:15][C:19]3[CH:20]=[CH:21][O:17][N:18]=3)[O:11][C:10]2=[O:16])[CH:5]=[CH:6][C:7]=1[I:8], predict the reactants needed to synthesize it. The reactants are: [F:1][C:2]1[CH:3]=[C:4]([N:9]2[CH2:13][CH:12]([CH2:14][OH:15])[O:11][C:10]2=[O:16])[CH:5]=[CH:6][C:7]=1[I:8].[O:17]1[CH:21]=[CH:20][C:19](O)=[N:18]1.C1(P(C2C=CC=CC=2)C2C=CC=CC=2)C=CC=CC=1.N(C(OC(C)C)=O)=NC(OC(C)C)=O. (5) The reactants are: [CH3:1][C:2]1[CH:7]=[CH:6][C:5]([NH:8][C:9]([C:11]2[CH:16]=[CH:15][C:14]([N:17]([CH3:23])[CH:18]3[CH2:22][CH2:21][NH:20][CH2:19]3)=[CH:13][CH:12]=2)=[O:10])=[CH:4][C:3]=1[NH:24][C:25]1[N:30]=[C:29]([C:31]2[CH:32]=[N:33][CH:34]=[CH:35][CH:36]=2)[CH:28]=[CH:27][N:26]=1.[CH2:37]=O. Given the product [CH3:23][N:17]([CH:18]1[CH2:22][CH2:21][N:20]([CH3:37])[CH2:19]1)[C:14]1[CH:13]=[CH:12][C:11]([C:9]([NH:8][C:5]2[CH:6]=[CH:7][C:2]([CH3:1])=[C:3]([NH:24][C:25]3[N:30]=[C:29]([C:31]4[CH:32]=[N:33][CH:34]=[CH:35][CH:36]=4)[CH:28]=[CH:27][N:26]=3)[CH:4]=2)=[O:10])=[CH:16][CH:15]=1, predict the reactants needed to synthesize it. (6) Given the product [CH3:11][S:8]([C:5]1[CH:6]=[CH:7][C:2]([NH:15][CH2:16][CH:17]2[CH2:22][CH2:21][O:20][CH2:19][CH2:18]2)=[C:3]([N+:12]([O-:14])=[O:13])[CH:4]=1)(=[O:10])=[O:9], predict the reactants needed to synthesize it. The reactants are: F[C:2]1[CH:7]=[CH:6][C:5]([S:8]([CH3:11])(=[O:10])=[O:9])=[CH:4][C:3]=1[N+:12]([O-:14])=[O:13].[NH2:15][CH2:16][CH:17]1[CH2:22][CH2:21][O:20][CH2:19][CH2:18]1. (7) Given the product [CH3:29][O:28][CH:26]([CH3:27])[CH2:25][N:24]1[C:20]([C:14]2[N:15]=[C:16]3[N:12]([CH:13]=2)[CH2:11][CH2:10][O:9][C:8]2[C:17]3=[CH:18][CH:19]=[C:6]([C:4](=[O:3])[CH3:5])[CH:7]=2)=[N:21][CH:22]=[N:23]1, predict the reactants needed to synthesize it. The reactants are: C([O:3][C:4]([C:6]1[CH:7]=[C:8]2[C:17](=[CH:18][CH:19]=1)[C:16]1[N:12]([CH:13]=[C:14]([C:20]3[N:24]([CH2:25][CH:26]([O:28][CH3:29])[CH3:27])[N:23]=[CH:22][N:21]=3)[N:15]=1)[CH2:11][CH2:10][O:9]2)=[CH2:5])C.C1(C)C=CC(S(O)(=O)=O)=CC=1. (8) Given the product [CH3:23][O:22][CH:21]([O:24][CH3:25])[CH2:20][N:8]1[CH:7]=[C:6]2[C:10]([CH:11]=[CH:12][C:4]([N+:1]([O-:3])=[O:2])=[CH:5]2)=[N:9]1, predict the reactants needed to synthesize it. The reactants are: [N+:1]([C:4]1[CH:5]=[C:6]2[C:10](=[CH:11][CH:12]=1)[NH:9][N:8]=[CH:7]2)([O-:3])=[O:2].C([O-])([O-])=O.[K+].[K+].Br[CH2:20][CH:21]([O:24][CH3:25])[O:22][CH3:23]. (9) Given the product [N:14]1[CH:19]=[CH:18][CH:17]=[CH:16][C:15]=1[C:20]1[C:21]([C:28]2[NH:8][C:7]3[C:2]([N:1]=2)=[N:3][CH:4]=[CH:5][CH:6]=3)=[C:22]2[CH2:27][CH2:26][CH2:25][N:23]2[N:24]=1, predict the reactants needed to synthesize it. The reactants are: [NH2:1][C:2]1[C:7]([NH2:8])=[CH:6][CH:5]=[CH:4][N:3]=1.P(Cl)(Cl)(Cl)=O.[N:14]1[CH:19]=[CH:18][CH:17]=[CH:16][C:15]=1[C:20]1[C:21]([C:28](O)=O)=[C:22]2[CH2:27][CH2:26][CH2:25][N:23]2[N:24]=1. (10) Given the product [CH2:12]([O:19][CH2:20][CH2:21][CH2:22][CH2:23][C:24]([C:10]1[O:11][C:7]([C:2]2[CH:3]=[CH:4][CH:5]=[CH:6][N:1]=2)=[CH:8][N:9]=1)=[O:25])[C:13]1[CH:18]=[CH:17][CH:16]=[CH:15][CH:14]=1, predict the reactants needed to synthesize it. The reactants are: [N:1]1[CH:6]=[CH:5][CH:4]=[CH:3][C:2]=1[C:7]1[O:11][CH:10]=[N:9][CH:8]=1.[CH2:12]([O:19][CH2:20][CH2:21][CH2:22][CH2:23][C:24](O)=[O:25])[C:13]1[CH:18]=[CH:17][CH:16]=[CH:15][CH:14]=1.